Dataset: Full USPTO retrosynthesis dataset with 1.9M reactions from patents (1976-2016). Task: Predict the reactants needed to synthesize the given product. (1) Given the product [F:23][C:17]1[CH:18]=[C:19]([F:22])[CH:20]=[CH:21][C:16]=1[N:9]1[C:10]2[CH:15]=[CH:14][CH:13]=[CH:12][C:11]=2[N:7]([CH2:6][CH2:5][CH2:4][CH2:3][CH2:2][NH2:26])[S:8]1(=[O:25])=[O:24], predict the reactants needed to synthesize it. The reactants are: Br[CH2:2][CH2:3][CH2:4][CH2:5][CH2:6][N:7]1[C:11]2[CH:12]=[CH:13][CH:14]=[CH:15][C:10]=2[N:9]([C:16]2[CH:21]=[CH:20][C:19]([F:22])=[CH:18][C:17]=2[F:23])[S:8]1(=[O:25])=[O:24].[NH4+:26]. (2) The reactants are: [CH3:1][C@@H:2]1[CH2:7][CH2:6][CH2:5][N:4]([C:8](C2C=C(C)C=CC=2C2C=NN(C)C=2)=[O:9])[C@@H:3]1[CH2:23][NH:24][C:25]1[CH:30]=[CH:29][C:28]([C:31]([F:34])([F:33])[F:32])=[CH:27][N:26]=1.NC[C@@H]1[C@H](C)CCCN1C([C:46]1[C:51]([C:52]2[CH:57]=[CH:56][C:55]([F:58])=[CH:54][CH:53]=2)=[CH:50][CH:49]=[C:48]([CH3:59])[N:47]=1)=O. Given the product [F:58][C:55]1[CH:54]=[CH:53][C:52]([C:51]2[C:46]([C:8]([N:4]3[CH2:5][CH2:6][CH2:7][C@@H:2]([CH3:1])[C@H:3]3[CH2:23][NH:24][C:25]3[CH:30]=[CH:29][C:28]([C:31]([F:32])([F:34])[F:33])=[CH:27][N:26]=3)=[O:9])=[N:47][C:48]([CH3:59])=[CH:49][CH:50]=2)=[CH:57][CH:56]=1, predict the reactants needed to synthesize it. (3) Given the product [O:14]1[C:18]2[CH:19]=[CH:20][C:21]([C:23](=[O:24])/[CH:13]=[C:7]3\[S:8][C:9]([CH3:12])=[C:10]([CH3:11])[N:6]\3[CH2:2][CH2:3][CH2:4][CH3:5])=[CH:22][C:17]=2[O:16][CH2:15]1, predict the reactants needed to synthesize it. The reactants are: [I-].[CH2:2]([N+:6]1[C:10]([CH3:11])=[C:9]([CH3:12])[S:8][C:7]=1[CH3:13])[CH2:3][CH2:4][CH3:5].[O:14]1[C:18]2[CH:19]=[CH:20][C:21]([C:23](Cl)=[O:24])=[CH:22][C:17]=2[O:16][CH2:15]1. (4) Given the product [CH:14]([C@H:13]1[CH2:17][O:11][C:9]([CH2:8][CH2:7][C:1]2[CH:2]=[CH:3][CH:4]=[CH:5][CH:6]=2)=[N:12]1)([CH3:16])[CH3:15], predict the reactants needed to synthesize it. The reactants are: [C:1]1([CH2:7][CH2:8][C:9]([OH:11])=O)[CH:6]=[CH:5][CH:4]=[CH:3][CH:2]=1.[NH2:12][C@H:13]([CH2:17]O)[CH:14]([CH3:16])[CH3:15]. (5) Given the product [S:3]1[C:7]2[CH:8]=[CH:9][CH:10]=[CH:11][C:6]=2[N:5]=[C:4]1[NH:12][C:13]([C:15]1[CH:16]=[CH:17][CH:18]=[C:19]2[C:24]=1[CH2:23][N:22]([C:30]1[S:31][C:41]([CH2:49][CH2:50][CH2:51][Cl:52])=[C:42]([C:43]([O:45][CH2:46][CH3:47])=[O:44])[N:25]=1)[CH2:21][CH2:20]2)=[O:14], predict the reactants needed to synthesize it. The reactants are: Cl.Cl.[S:3]1[C:7]2[CH:8]=[CH:9][CH:10]=[CH:11][C:6]=2[N:5]=[C:4]1[NH:12][C:13]([C:15]1[CH:16]=[CH:17][CH:18]=[C:19]2[C:24]=1[CH2:23][NH:22][CH2:21][CH2:20]2)=[O:14].[N:25]1([C:30](N2C=CN=C2)=[S:31])C=CN=C1.N.CO.Br[CH:41]([CH2:49][CH2:50][CH2:51][Cl:52])[C:42](=O)[C:43]([O:45][CH2:46][CH3:47])=[O:44].